From a dataset of Forward reaction prediction with 1.9M reactions from USPTO patents (1976-2016). Predict the product of the given reaction. (1) Given the reactants C([O:4][CH2:5][C:6]([NH:29]C(=O)C)([CH2:24][O:25]C(=O)C)[CH2:7][CH2:8][C:9]1[CH:14]=[CH:13][C:12]([C:15]2[CH:20]=[CH:19][C:18]([Br:21])=[CH:17][C:16]=2[F:22])=[CH:11][C:10]=1[Cl:23])(=O)C.Cl, predict the reaction product. The product is: [ClH:23].[NH2:29][C:6]([CH2:7][CH2:8][C:9]1[CH:14]=[CH:13][C:12]([C:15]2[CH:20]=[CH:19][C:18]([Br:21])=[CH:17][C:16]=2[F:22])=[CH:11][C:10]=1[Cl:23])([CH2:5][OH:4])[CH2:24][OH:25]. (2) Given the reactants [NH:1]1[CH:5]=[CH:4][N:3]=[C:2]1[C:6]([OH:8])=O.C(N1C=CN=C1)(N1C=CN=C1)=O.[CH3:21][O:22][C:23]1[CH:28]=[CH:27][C:26]([N:29]2[CH2:34][CH2:33][O:32][CH2:31][CH2:30]2)=[CH:25][C:24]=1[NH2:35], predict the reaction product. The product is: [CH3:21][O:22][C:23]1[CH:28]=[CH:27][C:26]([N:29]2[CH2:30][CH2:31][O:32][CH2:33][CH2:34]2)=[CH:25][C:24]=1[NH:35][C:6]([C:2]1[NH:1][CH:5]=[CH:4][N:3]=1)=[O:8]. (3) Given the reactants [CH3:1][O:2][C:3]([C:5]1[C:13]2[C:8](=[CH:9][CH:10]=[CH:11][CH:12]=2)[NH:7][CH:6]=1)=[O:4].Cl[C:15]1[C:24]2[C:19](=[CH:20][CH:21]=[CH:22][CH:23]=2)[N:18]=[N:17][CH:16]=1.C([O-])([O-])=O.[Cs+].[Cs+], predict the reaction product. The product is: [CH3:1][O:2][C:3]([C:5]1[C:13]2[C:8](=[CH:9][CH:10]=[CH:11][CH:12]=2)[N:7]([C:15]2[C:24]3[C:19](=[CH:20][CH:21]=[CH:22][CH:23]=3)[N:18]=[N:17][CH:16]=2)[CH:6]=1)=[O:4]. (4) Given the reactants [CH3:1][O:2][C:3]([CH2:5][O:6][C:7](=[O:19])[CH2:8][O:9][C:10]1[CH:15]=[CH:14][C:13]([N+:16]([O-])=O)=[CH:12][CH:11]=1)=[O:4], predict the reaction product. The product is: [CH3:1][O:2][C:3]([CH2:5][O:6][C:7](=[O:19])[CH2:8][O:9][C:10]1[CH:11]=[CH:12][C:13]([NH2:16])=[CH:14][CH:15]=1)=[O:4]. (5) Given the reactants CS(O[CH:6]([C:8]1[CH:21]=[C:20]2[C:11]([O:12][CH2:13][CH2:14][N:15]3[C:19]2=[N:18][C:17]([C:22]2[N:26]([CH:27]([CH3:29])[CH3:28])[N:25]=[CH:24][N:23]=2)=[CH:16]3)=[CH:10][CH:9]=1)[CH3:7])(=O)=O.[C:30]([N:34]1[CH2:39][CH2:38][NH:37][CH2:36][CH2:35]1)([CH3:33])([CH3:32])[CH3:31], predict the reaction product. The product is: [C:30]([N:34]1[CH2:39][CH2:38][N:37]([CH:6]([C:8]2[CH:9]=[CH:10][C:11]3[O:12][CH2:13][CH2:14][N:15]4[CH:16]=[C:17]([C:22]5[N:26]([CH:27]([CH3:29])[CH3:28])[N:25]=[CH:24][N:23]=5)[N:18]=[C:19]4[C:20]=3[CH:21]=2)[CH3:7])[CH2:36][CH2:35]1)([CH3:33])([CH3:32])[CH3:31].